From a dataset of Kir2.1 potassium channel HTS with 301,493 compounds. Binary Classification. Given a drug SMILES string, predict its activity (active/inactive) in a high-throughput screening assay against a specified biological target. (1) The molecule is o1c(C(=O)N2CCN(CC2)CCC)c(NC(=O)COc2ccc(OC)cc2)c2c1cccc2. The result is 0 (inactive). (2) The molecule is O1C(C(=O)N(CC(=O)Nc2ccc(NC(=O)C)cc2)CC)COc2c1cccc2. The result is 0 (inactive). (3) The compound is S(=O)(=O)(N1CCN=C(C=C1)C(F)(F)F)c1c(cccc1)C(F)(F)F. The result is 0 (inactive). (4) The molecule is S(=O)(=O)(NCC(=O)N(CC1OCCC1)CC(=O)NC1CCCCC1)c1ccc(F)cc1. The result is 0 (inactive). (5) The compound is Oc1c(CNCCNCc2cc(ccc2O)C)cc(cc1)C. The result is 1 (active). (6) The molecule is S(=O)(=O)(N(CC(O)CN1C(=O)C(NC1=O)(C)C)c1ccc(OC)cc1)c1ccccc1. The result is 0 (inactive). (7) The molecule is Brc1cc(c(OC(=O)c2ccncc2)c(Cl)c1)C. The result is 0 (inactive).